This data is from Reaction yield outcomes from USPTO patents with 853,638 reactions. The task is: Predict the reaction yield, written as a fraction of the theoretical maximum amount of product (1.0 means a 100% yield; for example, 0.34 means a 34% yield). (1) The reactants are [CH2:1]([O:3][C:4]([C@H:6]1[CH2:11][CH2:10][C@H:9]([O:12][C:13]2[N:14]=[N:15][C:16](Cl)=[CH:17][CH:18]=2)[CH2:8][CH2:7]1)=[O:5])[CH3:2].C(N(CC)CC)C. The catalyst is C(OCC)(=O)C.[Pd]. The product is [CH2:1]([O:3][C:4]([C@H:6]1[CH2:11][CH2:10][C@H:9]([O:12][C:13]2[N:14]=[N:15][CH:16]=[CH:17][CH:18]=2)[CH2:8][CH2:7]1)=[O:5])[CH3:2]. The yield is 0.950. (2) The reactants are [C:1]([OH:13])(=[O:12])[CH2:2][C:3]([CH2:8][C:9]([OH:11])=[O:10])([C:5]([OH:7])=[O:6])[OH:4].O1[B:19]([C@@H:20]([NH:25][C:26](=[O:39])[CH2:27][NH:28][C:29](=[O:38])[C:30]2[CH:35]=[C:34]([Cl:36])[CH:33]=[CH:32][C:31]=2[Cl:37])[CH2:21][CH:22]([CH3:24])[CH3:23])O[B:19]([C@@H:20]([NH:25][C:26](=[O:39])[CH2:27][NH:28][C:29](=[O:38])[C:30]2[CH:35]=[C:34]([Cl:36])[CH:33]=[CH:32][C:31]=2[Cl:37])[CH2:21][CH:22]([CH3:24])[CH3:23])O[B:19]1[C@@H:20]([NH:25][C:26](=[O:39])[CH2:27][NH:28][C:29](=[O:38])[C:30]1[CH:35]=[C:34]([Cl:36])[CH:33]=[CH:32][C:31]=1[Cl:37])[CH2:21][CH:22]([CH3:24])[CH3:23]. The catalyst is CCOC(C)=O. The product is [C:9]([CH2:8][C:3]1([C:5]([OH:7])=[O:6])[CH2:2][C:1](=[O:13])[O:12][B:19]([C@@H:20]([NH:25][C:26](=[O:39])[CH2:27][NH:28][C:29](=[O:38])[C:30]2[CH:35]=[C:34]([Cl:36])[CH:33]=[CH:32][C:31]=2[Cl:37])[CH2:21][CH:22]([CH3:24])[CH3:23])[O:4]1)([OH:11])=[O:10]. The yield is 0.920. (3) The reactants are OS(O)(=O)=O.[NH2:6][C:7]1[C:15]([Cl:16])=[CH:14][C:10]([C:11]([OH:13])=[O:12])=[CH:9][C:8]=1[Cl:17].[CH3:18]O. No catalyst specified. The product is [NH2:6][C:7]1[C:8]([Cl:17])=[CH:9][C:10]([C:11]([O:13][CH3:18])=[O:12])=[CH:14][C:15]=1[Cl:16]. The yield is 0.700. (4) The reactants are I[CH2:2][C@H:3]1[CH2:14][CH2:13][C:12]2[S:11][C:10]3[C:5](=[C:6]([O:15][CH:16]4[CH2:21][CH2:20][CH:19]([N:22]5[CH2:27][CH2:26][O:25][CH2:24][CH2:23]5)[CH2:18][CH2:17]4)[N:7]=[CH:8][N:9]=3)[C:4]1=2.C1OCCOCCOCCOCCOCCOC1.C(=O)([O-])[O-].[K+].[K+].[C:52]([CH2:54][C:55]([O:57][CH2:58][CH3:59])=[O:56])#[N:53]. The catalyst is C1C=CC=CC=1. The product is [C:52]([CH:54]([CH2:2][C@H:3]1[CH2:14][CH2:13][C:12]2[S:11][C:10]3[C:5](=[C:6]([O:15][CH:16]4[CH2:21][CH2:20][CH:19]([N:22]5[CH2:27][CH2:26][O:25][CH2:24][CH2:23]5)[CH2:18][CH2:17]4)[N:7]=[CH:8][N:9]=3)[C:4]1=2)[C:55]([O:57][CH2:58][CH3:59])=[O:56])#[N:53]. The yield is 0.830. (5) The reactants are [OH-].[Na+].C([O:5][C:6](=[O:34])[CH2:7][CH:8]([N:12]1[C:20]2[C:15](=[CH:16][C:17]([O:21][CH2:22][CH2:23][C:24]3[CH:33]=[CH:32][C:31]4[CH2:30][CH2:29][CH2:28][NH:27][C:26]=4[N:25]=3)=[CH:18][CH:19]=2)[CH:14]=[CH:13]1)[CH2:9][CH2:10][CH3:11])C.Cl. The catalyst is CO.O. The product is [N:25]1[C:26]2[NH:27][CH2:28][CH2:29][CH2:30][C:31]=2[CH:32]=[CH:33][C:24]=1[CH2:23][CH2:22][O:21][C:17]1[CH:16]=[C:15]2[C:20](=[CH:19][CH:18]=1)[N:12]([CH:8]([CH2:9][CH2:10][CH3:11])[CH2:7][C:6]([OH:34])=[O:5])[CH:13]=[CH:14]2. The yield is 0.280. (6) The reactants are C(=O)([O-])[O-].[Cs+].[Cs+].Br[C:8]1[CH:9]=[N:10][CH:11]=[C:12]([O:14][CH3:15])[CH:13]=1.[C:16]([O:20][C:21]([NH:23][CH2:24][CH2:25][B-](F)(F)F)=[O:22])([CH3:19])([CH3:18])[CH3:17].[K+].C12(P(C34CC5CC(CC(C5)C3)C4)CCCC)CC3CC(CC(C3)C1)C2. The catalyst is C([O-])(=O)C.[Pd+2].C([O-])(=O)C.O.C1(C)C=CC=CC=1. The product is [CH3:15][O:14][C:12]1[CH:13]=[C:8]([CH2:25][CH2:24][NH:23][C:21](=[O:22])[O:20][C:16]([CH3:19])([CH3:18])[CH3:17])[CH:9]=[N:10][CH:11]=1. The yield is 0.610. (7) The reactants are [CH2:1]([O:3][C:4]([C@@:6]1([NH:11][C:12]([C@@H:14]2[CH2:18][CH2:17][CH2:16][N:15]2[C:19]([O:21]C(C)(C)C)=O)=[O:13])[CH2:8][C@H:7]1[CH:9]=[CH2:10])=[O:5])[CH3:2].O1CCOC[CH2:27]1.C(OC(N[C@@H:40]([CH2:44][CH2:45][CH2:46][CH2:47][CH2:48][CH:49]=[CH2:50])[C:41]([OH:43])=[O:42])=O)(C)(C)C.CN(C(ON1N=NC2[CH:62]=[CH:63][CH:64]=NC1=2)=[N+](C)C)C.F[P-](F)(F)(F)(F)F.CCN(C(C)C)C(C)C. The catalyst is Cl.C(#N)C. The product is [C:63]([O:43][C:41]([C@@H:40]([CH2:44][CH2:45][CH2:46][CH2:47][CH2:48][CH:49]=[CH2:50])[C:19]([N:15]1[C@H:14]([C:12]([NH:11][C@:6]2([C:4]([O:3][CH2:1][CH3:2])=[O:5])[CH2:8][C@H:7]2[CH:9]=[CH2:10])=[O:13])[CH2:18][CH2:17][CH2:16]1)=[O:21])=[O:42])([CH3:62])([CH3:64])[CH3:27]. The yield is 0.900. (8) The reactants are [C:1]([O:5][C:6]([N:8]1[C@@H:12](/[CH:13]=[CH:14]/[C:15]2[CH:16]=[N:17][C:18]([Cl:21])=[CH:19][CH:20]=2)[CH2:11][O:10][C:9]1([CH3:23])[CH3:22])=[O:7])([CH3:4])([CH3:3])[CH3:2]. The catalyst is CO.[Pt]. The product is [C:1]([O:5][C:6]([N:8]1[C@@H:12]([CH2:13][CH2:14][C:15]2[CH:16]=[N:17][C:18]([Cl:21])=[CH:19][CH:20]=2)[CH2:11][O:10][C:9]1([CH3:23])[CH3:22])=[O:7])([CH3:4])([CH3:2])[CH3:3]. The yield is 0.940. (9) The reactants are Cl[C:2]1[N:6]([CH3:7])[N:5]=[CH:4][C:3]=1[N+:8]([O-:10])=[O:9].Cl.[F:12][C:13]1([F:19])[CH2:18][CH2:17][NH:16][CH2:15][CH2:14]1. No catalyst specified. The product is [F:12][C:13]1([F:19])[CH2:18][CH2:17][N:16]([C:2]2[N:6]([CH3:7])[N:5]=[CH:4][C:3]=2[N+:8]([O-:10])=[O:9])[CH2:15][CH2:14]1. The yield is 0.970. (10) The reactants are [Cl:1][C:2]1[C:3]([CH3:13])=[CH:4][C:5]([O:11][CH3:12])=[C:6]([C:8](=[O:10])[CH3:9])[CH:7]=1.[Br:14]N1C(=O)CCC1=O. The catalyst is C(O)(=O)C. The product is [Br:14][C:4]1[C:5]([O:11][CH3:12])=[C:6]([C:8](=[O:10])[CH3:9])[CH:7]=[C:2]([Cl:1])[C:3]=1[CH3:13]. The yield is 0.380.